Dataset: Reaction yield outcomes from USPTO patents with 853,638 reactions. Task: Predict the reaction yield, written as a fraction of the theoretical maximum amount of product (1.0 means a 100% yield; for example, 0.34 means a 34% yield). (1) The reactants are [Cl:1][C:2]1[CH:3]=[C:4]([CH2:9][CH2:10][CH2:11][NH:12]C(=O)OC(C)(C)C)[CH:5]=[CH:6][C:7]=1[Cl:8].CCOCC. The catalyst is Cl.O1CCOCC1. The product is [ClH:1].[Cl:1][C:2]1[CH:3]=[C:4]([CH2:9][CH2:10][CH2:11][NH2:12])[CH:5]=[CH:6][C:7]=1[Cl:8]. The yield is 0.709. (2) The reactants are Br[C:2]1[CH:3]=[C:4]2[C:10]([C:11]3[CH:16]=[CH:15][C:14]([CH2:17][N:18]4[CH2:23][CH2:22][N:21]([CH3:24])[CH2:20][CH2:19]4)=[CH:13][CH:12]=3)=[CH:9][N:8](S(C3C=CC(C)=CC=3)(=O)=O)[C:5]2=[N:6][CH:7]=1.NC(OB([C:41]1[CH:46]=[CH:45][CH:44]=[CH:43][CH:42]=1)O)=O.[C:47]([O-:50])([O-])=O.[Na+].[Na+].O.CC#[N:56]. The catalyst is Cl[Pd](Cl)([P](C1C=CC=CC=1)(C1C=CC=CC=1)C1C=CC=CC=1)[P](C1C=CC=CC=1)(C1C=CC=CC=1)C1C=CC=CC=1. The product is [CH3:24][N:21]1[CH2:22][CH2:23][N:18]([CH2:17][C:14]2[CH:15]=[CH:16][C:11]([C:10]3[C:4]4[C:5](=[N:6][CH:7]=[C:2]([C:41]5[CH:42]=[CH:43][C:44]([C:47]([NH2:56])=[O:50])=[CH:45][CH:46]=5)[CH:3]=4)[NH:8][CH:9]=3)=[CH:12][CH:13]=2)[CH2:19][CH2:20]1. The yield is 0.110. (3) The reactants are [NH:1]1[C:5]2[CH:6]=[CH:7][C:8]([C:10]([N:12]3[CH2:17][CH2:16][CH2:15][C@@H:14]4[C:18]5[CH:19]=[C:20]([C:25]([OH:27])=O)[CH:21]=[CH:22][C:23]=5[CH2:24][C@H:13]34)=[O:11])=[CH:9][C:4]=2[N:3]=[CH:2]1.[NH3:28]. No catalyst specified. The product is [NH:1]1[C:5]2[CH:6]=[CH:7][C:8]([C:10]([N:12]3[CH2:17][CH2:16][CH2:15][C@@H:14]4[C:18]5[CH:19]=[C:20]([C:25]([NH2:28])=[O:27])[CH:21]=[CH:22][C:23]=5[CH2:24][C@H:13]34)=[O:11])=[CH:9][C:4]=2[N:3]=[CH:2]1. The yield is 0.640. (4) The reactants are [CH3:1][O:2][C:3]1[CH:8]=[CH:7][C:6]([NH:9][C:10]([N:12]2[CH2:18][C:17]3[CH:19]=[CH:20][C:21]([C:23]([O:25]C)=O)=[CH:22][C:16]=3[O:15][CH2:14][C@@H:13]2[CH3:27])=[O:11])=[CH:5][CH:4]=1.[OH-:28].[Na+].[NH2:30]O. The catalyst is C1COCC1.CO. The product is [OH:28][NH:30][C:23]([C:21]1[CH:20]=[CH:19][C:17]2[CH2:18][N:12]([C:10]([NH:9][C:6]3[CH:5]=[CH:4][C:3]([O:2][CH3:1])=[CH:8][CH:7]=3)=[O:11])[C@@H:13]([CH3:27])[CH2:14][O:15][C:16]=2[CH:22]=1)=[O:25]. The yield is 0.810. (5) The reactants are [Br:1][C:2]1[CH:3]=[C:4]2[C:9](=[CH:10][CH:11]=1)[NH:8][CH2:7][CH:6]([NH:12][S:13]([C:16]1[CH:21]=[CH:20][CH:19]=[CH:18][CH:17]=1)(=[O:15])=[O:14])[CH2:5]2.[C:22]1([S:28](Cl)(=[O:30])=[O:29])[CH:27]=[CH:26][CH:25]=[CH:24][CH:23]=1. The catalyst is N1C=CC=CC=1. The product is [C:22]1([S:28]([N:8]2[C:9]3[C:4](=[CH:3][C:2]([Br:1])=[CH:11][CH:10]=3)[CH2:5][CH:6]([NH:12][S:13]([C:16]3[CH:17]=[CH:18][CH:19]=[CH:20][CH:21]=3)(=[O:14])=[O:15])[CH2:7]2)(=[O:30])=[O:29])[CH:27]=[CH:26][CH:25]=[CH:24][CH:23]=1. The yield is 0.930. (6) The reactants are [Cl:1][C:2]1[C:3]([O:9][C:10]2[CH:22]=[C:21]([O:23][CH2:24][CH2:25][O:26][CH3:27])[CH:20]=[CH:19][C:11]=2/[CH:12]=[C:13](\[CH2:17][CH3:18])/[C:14](O)=[O:15])=[N:4][CH:5]=[C:6]([Cl:8])[CH:7]=1.CC1C=CC=C([N+]([O-])=O)C=1C(OC(=O)C1C([N+]([O-])=O)=CC=CC=1C)=O.[CH2:53]([S:58]([NH2:61])(=[O:60])=[O:59])[CH2:54][CH2:55][CH2:56][CH3:57].[Cl-].[NH4+]. The catalyst is C(#N)C.CN(C)C1C=CN=CC=1.C(N(CC)CC)C. The product is [Cl:1][C:2]1[C:3]([O:9][C:10]2[CH:22]=[C:21]([O:23][CH2:24][CH2:25][O:26][CH3:27])[CH:20]=[CH:19][C:11]=2/[CH:12]=[C:13](\[CH2:17][CH3:18])/[C:14]([NH:61][S:58]([CH2:53][CH2:54][CH2:55][CH2:56][CH3:57])(=[O:60])=[O:59])=[O:15])=[N:4][CH:5]=[C:6]([Cl:8])[CH:7]=1. The yield is 0.840. (7) The reactants are [O:1]([C:8]1[CH:27]=[CH:26][C:11]([O:12][C:13]2[CH:18]=[CH:17][N:16]=[CH:15][C:14]=2[C:19]2[CH:25]=[CH:24][C:22]([NH2:23])=[CH:21][CH:20]=2)=[CH:10][CH:9]=1)[C:2]1[CH:7]=[CH:6][CH:5]=[CH:4][CH:3]=1.N1C=CC=CC=1.CN1C[CH2:38][CH2:37][C:36]1=[O:40]. The catalyst is ClCCl. The product is [O:1]([C:8]1[CH:9]=[CH:10][C:11]([O:12][C:13]2[CH:18]=[CH:17][N:16]=[CH:15][C:14]=2[C:19]2[CH:20]=[CH:21][C:22]([NH:23][C:36](=[O:40])[CH2:37][CH3:38])=[CH:24][CH:25]=2)=[CH:26][CH:27]=1)[C:2]1[CH:7]=[CH:6][CH:5]=[CH:4][CH:3]=1. The yield is 0.770. (8) The reactants are [F:1][C:2]1[CH:3]=[C:4]([NH:26][C:27](=[O:39])[CH2:28][C:29]([NH:31][C:32]2[CH:37]=[CH:36][C:35]([F:38])=[CH:34][CH:33]=2)=[O:30])[CH:5]=[CH:6][C:7]=1[O:8][C:9]1[C:14]2=[C:15]([CH:18]=[C:19]3[CH2:24][CH2:23][C:22](=[O:25])[CH2:21][CH2:20]3)[CH:16]=[CH:17][N:13]2[N:12]=[CH:11][N:10]=1.[BH4-].[Na+]. The catalyst is CO. The product is [F:1][C:2]1[CH:3]=[C:4]([NH:26][C:27](=[O:39])[CH2:28][C:29]([NH:31][C:32]2[CH:33]=[CH:34][C:35]([F:38])=[CH:36][CH:37]=2)=[O:30])[CH:5]=[CH:6][C:7]=1[O:8][C:9]1[C:14]2=[C:15]([CH:18]=[C:19]3[CH2:24][CH2:23][CH:22]([OH:25])[CH2:21][CH2:20]3)[CH:16]=[CH:17][N:13]2[N:12]=[CH:11][N:10]=1. The yield is 0.370. (9) The reactants are [CH2:1]([C@@H:8]1[C@@H:12]([CH:13]=C)[C@H:11]([CH3:15])[O:10][C:9]1=[O:16])[C:2]1[CH:7]=[CH:6][CH:5]=[CH:4][CH:3]=1.[BH4-].[Na+].C([O-])(=[O:21])C.[Na+].C(=O)(O)[O-].[Na+]. The catalyst is O.CO.C(Cl)Cl. The product is [CH2:1]([C@@H:8]1[C@@H:12]([CH2:13][OH:21])[C@H:11]([CH3:15])[O:10][C:9]1=[O:16])[C:2]1[CH:7]=[CH:6][CH:5]=[CH:4][CH:3]=1. The yield is 0.640.